Dataset: TCR-epitope binding with 47,182 pairs between 192 epitopes and 23,139 TCRs. Task: Binary Classification. Given a T-cell receptor sequence (or CDR3 region) and an epitope sequence, predict whether binding occurs between them. The epitope is RPPIFIRRL. The TCR CDR3 sequence is CATSRDLDNGRQFF. Result: 0 (the TCR does not bind to the epitope).